Dataset: Full USPTO retrosynthesis dataset with 1.9M reactions from patents (1976-2016). Task: Predict the reactants needed to synthesize the given product. (1) Given the product [NH2:27][CH2:26][C@@H:16]([NH:15][C:13]([C:9]1[O:10][C:11]([CH3:12])=[C:7]([C:6]2[N:5]([CH3:38])[N:4]=[CH:3][C:2]=2[Cl:1])[CH:8]=1)=[O:14])[CH2:17][C:18]1[CH:23]=[CH:22][C:21]([F:24])=[C:20]([F:25])[CH:19]=1, predict the reactants needed to synthesize it. The reactants are: [Cl:1][C:2]1[CH:3]=[N:4][N:5]([CH3:38])[C:6]=1[C:7]1[CH:8]=[C:9]([C:13]([NH:15][C@H:16]([CH2:26][N:27]2C(=O)C3C(=CC=CC=3)C2=O)[CH2:17][C:18]2[CH:23]=[CH:22][C:21]([F:24])=[C:20]([F:25])[CH:19]=2)=[O:14])[O:10][C:11]=1[CH3:12].NN. (2) Given the product [S:24]1[C:25]2[CH:31]=[CH:30][CH:29]=[CH:28][C:26]=2[N:27]=[C:23]1[O:22][C:18]1[CH:17]=[C:16]2[C:21]([C:13]([CH2:12][N:9]3[CH2:8][CH2:7][CH:6]([C:4]([OH:5])=[O:3])[CH2:11][CH2:10]3)=[CH:14][NH:15]2)=[CH:20][CH:19]=1, predict the reactants needed to synthesize it. The reactants are: C([O:3][C:4]([CH:6]1[CH2:11][CH2:10][N:9]([CH2:12][C:13]2[C:21]3[C:16](=[CH:17][C:18]([O:22][C:23]4[S:24][C:25]5[CH:31]=[CH:30][CH:29]=[CH:28][C:26]=5[N:27]=4)=[CH:19][CH:20]=3)[NH:15][CH:14]=2)[CH2:8][CH2:7]1)=[O:5])C.[OH-].[K+].Cl. (3) Given the product [CH2:20]([O:22][C:23]([C:25]1[C:26]([C:31]2[CH:36]=[CH:35][CH:34]=[CH:33][C:32]=2[CH2:37][Br:19])=[CH:27][CH:28]=[CH:29][CH:30]=1)=[O:24])[CH3:21], predict the reactants needed to synthesize it. The reactants are: C(OC(C1C=C(C2C=CC(C[Br:19])=CC=2)C=CC=1)=O)C.[CH2:20]([O:22][C:23]([C:25]1[C:26]([C:31]2[CH:36]=[CH:35][CH:34]=[CH:33][C:32]=2[CH3:37])=[CH:27][CH:28]=[CH:29][CH:30]=1)=[O:24])[CH3:21].BrN1C(=O)CCC1=O.N(C(C)(C)C#N)=NC(C)(C)C#N.